From a dataset of Reaction yield outcomes from USPTO patents with 853,638 reactions. Predict the reaction yield, written as a fraction of the theoretical maximum amount of product (1.0 means a 100% yield; for example, 0.34 means a 34% yield). (1) The reactants are [CH3:1][O:2][C:3](=[O:66])[NH:4][CH:5]([CH:60]1[CH2:65][CH2:64][O:63][CH2:62][CH2:61]1)[C:6]([N:8]1[CH2:12][C:11](F)(F)[CH2:10][CH:9]1[C:15]1[NH:16][C:17]([C:20]2[CH:25]=[CH:24][C:23]([C:26]3[CH:35]=[CH:34][C:33]4[C:28](=[CH:29][CH:30]=[C:31]([C:36]5[NH:37][C:38]([CH:41]6[CH2:45][CH2:44][CH2:43][N:42]6[C:46](=[O:59])[CH:47]([NH:54][C:55]([O:57][CH3:58])=[O:56])[C:48]6[CH:53]=[CH:52][CH:51]=[CH:50][CH:49]=6)=[N:39][CH:40]=5)[CH:32]=4)[CH:27]=3)=[CH:22][CH:21]=2)=[CH:18][N:19]=1)=[O:7].[CH2:67](OC(N1CC(F)(F)CC1C1NC(C2C=CC(B3OC(C)(C)C(C)(C)O3)=CC=2)=CN=1)=O)[C:68]1C=CC=CC=1. No catalyst specified. The product is [CH3:1][O:2][C:3](=[O:66])[NH:4][CH:5]([CH:60]1[CH2:65][CH2:64][O:63][CH2:62][CH2:61]1)[C:6]([N:8]1[CH:9]([C:15]2[NH:16][C:17]([C:20]3[CH:25]=[CH:24][C:23]([C:26]4[CH:35]=[CH:34][C:33]5[C:28](=[CH:29][CH:30]=[C:31]([C:36]6[NH:37][C:38]([CH:41]7[CH2:45][CH2:44][CH2:43][N:42]7[C:46](=[O:59])[CH:47]([NH:54][C:55]([O:57][CH3:58])=[O:56])[C:48]7[CH:53]=[CH:52][CH:51]=[CH:50][CH:49]=7)=[N:39][CH:40]=6)[CH:32]=5)[CH:27]=4)=[CH:22][CH:21]=3)=[CH:18][N:19]=2)[CH2:10][C:11]2([CH2:68][CH2:67]2)[CH2:12]1)=[O:7]. The yield is 0.440. (2) The reactants are Cl.[NH2:2][C@H:3]([C:21]([N:23]1[CH2:62][CH2:61][CH2:60][C@H:24]1[C:25]([NH:27][C@H:28]([C:30]([NH:32][C@H:33]([C:50]([O:52][CH2:53][C:54]1[CH:59]=[CH:58][CH:57]=[CH:56][CH:55]=1)=[O:51])[CH2:34][CH2:35][CH2:36][CH2:37][NH:38][C:39]([O:41][CH2:42][C:43]1[CH:49]=[CH:48][CH:47]=[CH:46][C:44]=1[Cl:45])=[O:40])=[O:31])[CH3:29])=[O:26])=[O:22])[CH2:4][CH2:5][CH2:6][NH:7][C:8](=[NH:20])[NH:9][S:10]([C:13]1[CH:19]=[CH:18][C:16]([CH3:17])=[CH:15][CH:14]=1)(=[O:12])=[O:11].[CH3:63][C:64]([O:67][C:68]([NH:70][C@H:71]([C:77](OC1C=CC([N+]([O-])=O)=CC=1)=[O:78])[CH2:72][CH2:73][C:74]([NH2:76])=[O:75])=[O:69])([CH3:66])[CH3:65].C(Cl)(Cl)Cl.CO. The catalyst is O1CCCC1. The product is [NH:70]([C:68]([O:67][C:64]([CH3:66])([CH3:65])[CH3:63])=[O:69])[C@H:71]([C:77]([NH:2][C@H:3]([C:21]([N:23]1[CH2:62][CH2:61][CH2:60][C@H:24]1[C:25]([NH:27][C@H:28]([C:30]([NH:32][C@H:33]([C:50]([O:52][CH2:53][C:54]1[CH:59]=[CH:58][CH:57]=[CH:56][CH:55]=1)=[O:51])[CH2:34][CH2:35][CH2:36][CH2:37][NH:38][C:39]([O:41][CH2:42][C:43]1[CH:49]=[CH:48][CH:47]=[CH:46][C:44]=1[Cl:45])=[O:40])=[O:31])[CH3:29])=[O:26])=[O:22])[CH2:4][CH2:5][CH2:6][NH:7][C:8](=[NH:20])[NH:9][S:10]([C:13]1[CH:14]=[CH:15][C:16]([CH3:17])=[CH:18][CH:19]=1)(=[O:11])=[O:12])=[O:78])[CH2:72][CH2:73][C:74](=[O:75])[NH2:76]. The yield is 0.800. (3) The reactants are [C:1]([C:3]1[CH:4]=[C:5]([OH:9])[CH:6]=[CH:7][CH:8]=1)#[N:2].C(=O)([O-])[O-].[K+].[K+].Br[CH2:17][CH2:18][F:19]. The catalyst is [I-].[K+].CS(C)=O. The product is [F:19][CH2:18][CH2:17][O:9][C:5]1[CH:4]=[C:3]([CH:8]=[CH:7][CH:6]=1)[C:1]#[N:2]. The yield is 0.940. (4) The reactants are [C:1]([Si:5]([C:35]1[CH:40]=[CH:39][CH:38]=[CH:37][CH:36]=1)([C:29]1[CH:34]=[CH:33][CH:32]=[CH:31][CH:30]=1)[O:6][CH:7]1[CH2:12][CH2:11][CH:10]([CH:13]2[CH2:17][CH2:16][N:15]([CH2:18][C:19]3[C:24]([Cl:25])=[CH:23][C:22]([OH:26])=[CH:21][C:20]=3[Cl:27])[C:14]2=[O:28])[CH2:9][CH2:8]1)([CH3:4])([CH3:3])[CH3:2].N1C=CC=CC=1.[F:47][C:48]([F:61])([F:60])[S:49](O[S:49]([C:48]([F:61])([F:60])[F:47])(=[O:51])=[O:50])(=[O:51])=[O:50]. The catalyst is ClCCl. The product is [C:1]([Si:5]([C:35]1[CH:40]=[CH:39][CH:38]=[CH:37][CH:36]=1)([C:29]1[CH:34]=[CH:33][CH:32]=[CH:31][CH:30]=1)[O:6][CH:7]1[CH2:12][CH2:11][CH:10]([CH:13]2[CH2:17][CH2:16][N:15]([CH2:18][C:19]3[C:20]([Cl:27])=[CH:21][C:22]([O:26][S:49]([C:48]([F:61])([F:60])[F:47])(=[O:51])=[O:50])=[CH:23][C:24]=3[Cl:25])[C:14]2=[O:28])[CH2:9][CH2:8]1)([CH3:4])([CH3:2])[CH3:3]. The yield is 0.800. (5) The reactants are Cl.[CH3:2][NH:3][CH2:4][C:5]1[CH:13]=[CH:12][CH:11]=[C:10]2[C:6]=1[CH2:7][N:8]([CH:15]1[CH2:20][CH2:19][C:18](=[O:21])[NH:17][C:16]1=[O:22])[C:9]2=[O:14].[CH:23]1([N:29]=[C:30]=[O:31])[CH2:28][CH2:27][CH2:26][CH2:25][CH2:24]1.C(N(C(C)C)CC)(C)C. The catalyst is C(Cl)Cl. The product is [CH:23]1([NH:29][C:30](=[O:31])[N:3]([CH2:4][C:5]2[CH:13]=[CH:12][CH:11]=[C:10]3[C:6]=2[CH2:7][N:8]([CH:15]2[CH2:20][CH2:19][C:18](=[O:21])[NH:17][C:16]2=[O:22])[C:9]3=[O:14])[CH3:2])[CH2:28][CH2:27][CH2:26][CH2:25][CH2:24]1. The yield is 0.710.